This data is from Full USPTO retrosynthesis dataset with 1.9M reactions from patents (1976-2016). The task is: Predict the reactants needed to synthesize the given product. (1) Given the product [Br:1][C:2]1[C:7]([CH3:8])=[CH:6][C:5]([N:9]2[C:18]3[C:13](=[CH:14][C:15]([S:19]([NH:42][C:39]4[CH:40]=[CH:41][O:37][N:38]=4)(=[O:21])=[O:20])=[CH:16][CH:17]=3)[CH:12]=[CH:11][C:10]2=[O:34])=[C:4]([O:35][CH3:36])[CH:3]=1, predict the reactants needed to synthesize it. The reactants are: [Br:1][C:2]1[C:7]([CH3:8])=[CH:6][C:5]([N:9]2[C:18]3[C:13](=[CH:14][C:15]([S:19](OC4C(F)=C(F)C(F)=C(F)C=4F)(=[O:21])=[O:20])=[CH:16][CH:17]=3)[CH:12]=[CH:11][C:10]2=[O:34])=[C:4]([O:35][CH3:36])[CH:3]=1.[O:37]1[CH:41]=[CH:40][C:39]([NH2:42])=[N:38]1.C1COCC1.C[Si]([N-][Si](C)(C)C)(C)C.[Li+]. (2) Given the product [F:21][C:22]1[CH:30]=[CH:29][C:28]([I:31])=[CH:27][C:23]=1[C:24]([C:8]1[N:7]([CH2:6][O:5][CH2:4][CH2:3][Si:2]([CH3:13])([CH3:12])[CH3:1])[CH:11]=[CH:10][N:9]=1)=[O:25], predict the reactants needed to synthesize it. The reactants are: [CH3:1][Si:2]([CH3:13])([CH3:12])[CH2:3][CH2:4][O:5][CH2:6][N:7]1[CH:11]=[CH:10][N:9]=[CH:8]1.C(N(CC)CC)C.[F:21][C:22]1[CH:30]=[CH:29][C:28]([I:31])=[CH:27][C:23]=1[C:24](Cl)=[O:25]. (3) Given the product [CH:11]([N:24]1[CH2:27][C:26]([C:4]2[CH:5]=[CH:6][CH:7]=[CH:8][C:3]=2[O:2][CH3:1])([OH:28])[CH2:25]1)([C:18]1[CH:23]=[CH:22][CH:21]=[CH:20][CH:19]=1)[C:12]1[CH:13]=[CH:14][CH:15]=[CH:16][CH:17]=1, predict the reactants needed to synthesize it. The reactants are: [CH3:1][O:2][C:3]1[CH:8]=[CH:7][CH:6]=[CH:5][C:4]=1[Mg]Br.[CH:11]([N:24]1[CH2:27][C:26](=[O:28])[CH2:25]1)([C:18]1[CH:23]=[CH:22][CH:21]=[CH:20][CH:19]=1)[C:12]1[CH:17]=[CH:16][CH:15]=[CH:14][CH:13]=1. (4) Given the product [Cl:1][C:2]1[CH:10]=[C:9]2[C:5]([C:6]([C:11]3[CH2:12][CH2:13][N:14]([CH2:17][CH2:18][CH2:19][N:21]4[C:29]5[C:24](=[CH:25][CH:26]=[CH:27][CH:28]=5)[CH2:23][CH2:22]4)[CH2:15][CH:16]=3)=[CH:7][NH:8]2)=[CH:4][CH:3]=1, predict the reactants needed to synthesize it. The reactants are: [Cl:1][C:2]1[CH:10]=[C:9]2[C:5]([C:6]([C:11]3[CH2:12][CH2:13][N:14]([CH2:17][CH2:18][C:19]([N:21]4[C:29]5[C:24](=[CH:25][CH:26]=[CH:27][CH:28]=5)[CH2:23][CH2:22]4)=O)[CH2:15][CH:16]=3)=[CH:7][NH:8]2)=[CH:4][CH:3]=1.[H-].[H-].[H-].[H-].[Li+].[Al+3]. (5) Given the product [N:30]1([CH:36]2[CH2:41][CH2:40][N:39]([C:42]3[CH:43]=[CH:44][C:45]([NH:48][C:19](=[O:20])[C:18]4[CH:22]=[CH:23][C:15]([S:12](=[O:14])(=[O:13])[NH:11][C:6]5[CH:7]=[CH:8][CH:9]=[CH:10][C:5]=5[O:4][C:3]5[CH:24]=[CH:25][C:26]([O:28][CH3:29])=[CH:27][C:2]=5[Cl:1])=[CH:16][CH:17]=4)=[CH:46][CH:47]=3)[CH2:38][CH2:37]2)[CH2:31][CH2:32][CH2:33][CH2:34][CH2:35]1, predict the reactants needed to synthesize it. The reactants are: [Cl:1][C:2]1[CH:27]=[C:26]([O:28][CH3:29])[CH:25]=[CH:24][C:3]=1[O:4][C:5]1[CH:10]=[CH:9][CH:8]=[CH:7][C:6]=1[NH:11][S:12]([C:15]1[CH:23]=[CH:22][C:18]([C:19](O)=[O:20])=[CH:17][CH:16]=1)(=[O:14])=[O:13].[N:30]1([CH:36]2[CH2:41][CH2:40][N:39]([C:42]3[CH:47]=[CH:46][C:45]([NH2:48])=[CH:44][CH:43]=3)[CH2:38][CH2:37]2)[CH2:35][CH2:34][CH2:33][CH2:32][CH2:31]1.